This data is from Forward reaction prediction with 1.9M reactions from USPTO patents (1976-2016). The task is: Predict the product of the given reaction. The product is: [CH3:20][C:21]1[N:26]=[C:25]([C:27]2[CH:32]=[CH:31][CH:30]=[CH:29][CH:28]=2)[C:24]([C:33]([N:3]2[CH2:4][C@H:5]3[C@H:1]([CH2:6]3)[C@H:2]2[CH2:7][NH:8][C:9]([C:11]2[N:18]3[C:14]([S:15][CH:16]=[CH:17]3)=[N:13][C:12]=2[CH3:19])=[O:10])=[O:34])=[CH:23][N:22]=1. Given the reactants [C@H:1]12[CH2:6][C@H:5]1[CH2:4][NH:3][C@@H:2]2[CH2:7][NH:8][C:9]([C:11]1[N:18]2[C:14]([S:15][CH:16]=[CH:17]2)=[N:13][C:12]=1[CH3:19])=[O:10].[CH3:20][C:21]1[N:26]=[C:25]([C:27]2[CH:32]=[CH:31][CH:30]=[CH:29][CH:28]=2)[C:24]([C:33](O)=[O:34])=[CH:23][N:22]=1, predict the reaction product.